From a dataset of Forward reaction prediction with 1.9M reactions from USPTO patents (1976-2016). Predict the product of the given reaction. (1) Given the reactants Cl[CH2:2][C:3]1[CH:4]=[C:5]([N:12]([CH3:17])[S:13]([CH3:16])(=[O:15])=[O:14])[CH:6]=[C:7]([C:9]([CH3:11])=[CH2:10])[CH:8]=1.[N-:18]=[N+:19]=[N-:20].[Na+].O.CCOC(C)=O, predict the reaction product. The product is: [N:18]([CH2:2][C:3]1[CH:4]=[C:5]([N:12]([CH3:17])[S:13]([CH3:16])(=[O:15])=[O:14])[CH:6]=[C:7]([C:9]([CH3:11])=[CH2:10])[CH:8]=1)=[N+:19]=[N-:20]. (2) The product is: [F:21][C:2]([F:1])([F:20])[C:3]1[CH:4]=[C:5]([CH:6]=[CH:7][C:8]=1[N:9]1[CH2:15][CH2:14][CH2:13][N:12]([CH3:16])[CH2:11][CH2:10]1)[NH2:17]. Given the reactants [F:1][C:2]([F:21])([F:20])[C:3]1[CH:4]=[C:5]([N+:17]([O-])=O)[CH:6]=[CH:7][C:8]=1[N:9]1[CH2:15][CH2:14][CH2:13][N:12]([CH3:16])[CH2:11][CH2:10]1.[H][H], predict the reaction product.